This data is from Catalyst prediction with 721,799 reactions and 888 catalyst types from USPTO. The task is: Predict which catalyst facilitates the given reaction. (1) Reactant: Cl[CH2:2][C@H:3]([OH:14])[CH2:4][NH:5][C:6]1[CH:11]=[CH:10][C:9]([F:12])=[C:8]([F:13])[CH:7]=1.[C:15]1(=[O:25])[NH:19][C:18](=[O:20])[C:17]2=[CH:21][CH:22]=[CH:23][CH:24]=[C:16]12.[K]. Product: [F:13][C:8]1[CH:7]=[C:6]([NH:5][CH2:4][C@@H:3]([OH:14])[CH2:2][N:19]2[C:15](=[O:25])[C:16]3[C:17](=[CH:21][CH:22]=[CH:23][CH:24]=3)[C:18]2=[O:20])[CH:11]=[CH:10][C:9]=1[F:12]. The catalyst class is: 3. (2) Reactant: [C:1]([C:3]1[C:7]2[CH:8]=[C:9]([O:12][CH3:13])[CH:10]=[CH:11][C:6]=2[O:5][C:4]=1[CH:14]([NH:21][C:22]1[CH:27]=[CH:26][C:25]([C:28]([NH:30][CH2:31][CH2:32][C:33]([O:35]CC)=[O:34])=[O:29])=[CH:24][CH:23]=1)[CH:15]1[CH2:20][CH2:19][CH2:18][CH2:17][CH2:16]1)#[N:2].O1CCCC1.[OH-].[Na+]. Product: [C:1]([C:3]1[C:7]2[CH:8]=[C:9]([O:12][CH3:13])[CH:10]=[CH:11][C:6]=2[O:5][C:4]=1[CH:14]([NH:21][C:22]1[CH:23]=[CH:24][C:25]([C:28]([NH:30][CH2:31][CH2:32][C:33]([OH:35])=[O:34])=[O:29])=[CH:26][CH:27]=1)[CH:15]1[CH2:20][CH2:19][CH2:18][CH2:17][CH2:16]1)#[N:2]. The catalyst class is: 8. (3) Reactant: [N+:1]([C:4]1[CH:5]=[C:6]([C:22](O)=[O:23])[C:7]([C:10]2[C:11]([C:19](O)=[O:20])=[CH:12][C:13]([N+:16]([O-:18])=[O:17])=[CH:14][CH:15]=2)=[CH:8][CH:9]=1)([O-:3])=[O:2].O.Cl. Product: [N+:1]([C:4]1[CH:5]=[C:6]([CH2:22][OH:23])[C:7]([C:10]2[C:11]([CH2:19][OH:20])=[CH:12][C:13]([N+:16]([O-:18])=[O:17])=[CH:14][CH:15]=2)=[CH:8][CH:9]=1)([O-:3])=[O:2]. The catalyst class is: 7. (4) Reactant: [F:1][C:2]1[CH:11]=[CH:10][C:9]([F:12])=[C:8]2[C:3]=1[CH:4]=[CH:5][CH2:6][O:7]2.C1C=C(Cl)C=C(C(OO)=[O:21])C=1.[O-]S([O-])(=S)=O.[Na+].[Na+]. Product: [F:1][C:2]1[CH:11]=[CH:10][C:9]([F:12])=[C:8]2[C:3]=1[CH:4]1[O:21][CH:5]1[CH2:6][O:7]2. The catalyst class is: 34.